This data is from Forward reaction prediction with 1.9M reactions from USPTO patents (1976-2016). The task is: Predict the product of the given reaction. (1) Given the reactants F[C:2]1[CH:29]=[C:28]([F:30])[CH:27]=[CH:26][C:3]=1[CH2:4][N:5]1[C:9]2=[CH:10][N:11]=[C:12]([C:14]([O:16][CH3:17])=[O:15])[CH:13]=[C:8]2[C:7]([CH2:18]SC2C=CC=CC=2)=[CH:6]1.[NH:31]1[CH2:36][CH2:35][NH:34][CH2:33][C:32]1=[O:37].CCN(C(C)C)C(C)C.C(=O)(O)[O-].[Na+], predict the reaction product. The product is: [F:30][C:28]1[CH:29]=[CH:2][C:3]([CH2:4][N:5]2[C:9]3=[CH:10][N:11]=[C:12]([C:14]([O:16][CH3:17])=[O:15])[CH:13]=[C:8]3[C:7]([CH2:18][N:34]3[CH2:35][CH2:36][NH:31][C:32](=[O:37])[CH2:33]3)=[CH:6]2)=[CH:26][CH:27]=1. (2) Given the reactants [Cl:1][C:2]1[N:3]=[C:4](Cl)[C:5]2[S:10][CH:9]=[CH:8][C:6]=2[N:7]=1.[CH3:12][C:13]1[CH:17]=[C:16]([NH2:18])[NH:15][N:14]=1.C(N(CC)CC)C.O, predict the reaction product. The product is: [Cl:1][C:2]1[N:3]=[C:4]([NH:18][C:16]2[NH:15][N:14]=[C:13]([CH3:12])[CH:17]=2)[C:5]2[S:10][CH:9]=[CH:8][C:6]=2[N:7]=1. (3) Given the reactants Cl.[NH2:2][CH2:3][C:4]1[CH:5]=[C:6](B(O)O)[CH:7]=[CH:8][CH:9]=1.Cl[C:14]1[CH:19]=[CH:18][C:17]([C:20]([F:23])([F:22])[F:21])=[CH:16][N:15]=1.C(=O)([O-])[O-].[Cs+].[Cs+].C(COC)OC.O, predict the reaction product. The product is: [F:21][C:20]([F:23])([F:22])[C:17]1[CH:18]=[CH:19][C:14]([C:8]2[CH:9]=[C:4]([CH:5]=[CH:6][CH:7]=2)[CH2:3][NH2:2])=[N:15][CH:16]=1. (4) Given the reactants [C:1]([C:3]1[C:4]([I:25])=[C:5]([C:20]([O:22][CH2:23][CH3:24])=[O:21])[S:6][C:7]=1[NH:8]CC1C=CC(OC)=CC=1OC)#[N:2].FC(F)(F)C(O)=O, predict the reaction product. The product is: [NH2:8][C:7]1[S:6][C:5]([C:20]([O:22][CH2:23][CH3:24])=[O:21])=[C:4]([I:25])[C:3]=1[C:1]#[N:2]. (5) Given the reactants C([O:3][C:4](=[O:46])/[CH:5]=[CH:6]/[C:7]1[C:8]([CH3:45])([CH3:44])[C@H:9]2[C@:22]([CH3:25])([CH2:23][CH:24]=1)[CH:21]1[C@:12]([CH3:43])([C@@:13]3([CH3:42])[C@H:18]([CH2:19][CH2:20]1)[C@H:17]1[C@H:26]([C:29]([CH3:31])=[CH2:30])[CH2:27][CH2:28][C@:16]1([C:32]([O:34][CH2:35][C:36]1[CH:41]=[CH:40][CH:39]=[CH:38][CH:37]=1)=[O:33])[CH2:15][CH2:14]3)[CH2:11][CH2:10]2)C.[OH-].[Na+].Cl, predict the reaction product. The product is: [CH2:35]([O:34][C:32]([C@:16]12[CH2:28][CH2:27][C@@H:26]([C:29]([CH3:31])=[CH2:30])[C@@H:17]1[C@@H:18]1[C@@:13]([CH3:42])([CH2:14][CH2:15]2)[C@@:12]2([CH3:43])[CH:21]([C@:22]3([CH3:25])[C@@H:9]([CH2:10][CH2:11]2)[C:8]([CH3:45])([CH3:44])[C:7](/[CH:6]=[CH:5]/[C:4]([OH:46])=[O:3])=[CH:24][CH2:23]3)[CH2:20][CH2:19]1)=[O:33])[C:36]1[CH:37]=[CH:38][CH:39]=[CH:40][CH:41]=1. (6) Given the reactants [NH2:1][C:2](=[O:30])[C:3]([C:5]1[C:13]2[C:8](=[C:9]3[CH2:21][CH2:20][CH2:19][C:10]3=[CH:11][C:12]=2[O:14][CH2:15][C:16]([OH:18])=O)[N:7]([CH2:22][C:23]2[CH:28]=[CH:27][CH:26]=[CH:25][CH:24]=2)[C:6]=1[CH3:29])=[O:4].C(N(C(C)C)CC)(C)C.[C:40]1([S:46]([NH2:49])(=[O:48])=[O:47])[CH:45]=[CH:44][CH:43]=[CH:42][CH:41]=1.Cl.CN(C)CCCN=C=NCC.Cl, predict the reaction product. The product is: [C:40]1([S:46]([NH:49][C:16](=[O:18])[CH2:15][O:14][C:12]2[CH:11]=[C:10]3[C:9]([CH2:21][CH2:20][CH2:19]3)=[C:8]3[C:13]=2[C:5]([C:3](=[O:4])[C:2]([NH2:1])=[O:30])=[C:6]([CH3:29])[N:7]3[CH2:22][C:23]2[CH:28]=[CH:27][CH:26]=[CH:25][CH:24]=2)(=[O:48])=[O:47])[CH:45]=[CH:44][CH:43]=[CH:42][CH:41]=1. (7) Given the reactants [Br:1][C:2]1[N:7]=[CH:6][C:5]([CH2:8]O)=[CH:4][CH:3]=1.CCN(S(F)(F)[F:16])CC, predict the reaction product. The product is: [Br:1][C:2]1[CH:3]=[CH:4][C:5]([CH2:8][F:16])=[CH:6][N:7]=1. (8) Given the reactants [N:1]1[CH:6]=[CH:5][CH:4]=[C:3]([CH2:7][NH:8][C:9]([C:11]2[N:20]3[C:14]([CH2:15][NH:16][C:17]4[CH:24]=[CH:23][CH:22]=[CH:21][C:18]=4[CH2:19]3)=[CH:13][CH:12]=2)=[O:10])[CH:2]=1.C(N(CC)C(C)C)(C)C.[Cl:34][C:35]1[CH:40]=[CH:39][C:38]([CH2:41][C:42](Cl)=[O:43])=[CH:37][CH:36]=1, predict the reaction product. The product is: [Cl:34][C:35]1[CH:40]=[CH:39][C:38]([CH2:41][C:42]([N:16]2[C:17]3[CH:24]=[CH:23][CH:22]=[CH:21][C:18]=3[CH2:19][N:20]3[C:11]([C:9]([NH:8][CH2:7][C:3]4[CH:2]=[N:1][CH:6]=[CH:5][CH:4]=4)=[O:10])=[CH:12][CH:13]=[C:14]3[CH2:15]2)=[O:43])=[CH:37][CH:36]=1. (9) Given the reactants [Cl:1][C:2]1[N:7]=[C:6](Cl)[C:5](I)=[CH:4][N:3]=1.[N:10]1([CH2:15][CH2:16][CH2:17][NH2:18])[CH:14]=[CH:13][N:12]=[CH:11]1.CC1(C)C(C)(C)OB([C:27]2[S:28][CH:29]=[CH:30][CH:31]=2)O1, predict the reaction product. The product is: [Cl:1][C:2]1[N:7]=[C:6]([CH:15]([N:10]2[CH:14]=[CH:13][N:12]=[CH:11]2)[CH2:16][CH2:17][NH2:18])[C:5]([C:27]2[S:28][CH:29]=[CH:30][CH:31]=2)=[CH:4][N:3]=1. (10) Given the reactants Cl[C:2]1[N:3]=[C:4]([NH:11][C:12]2[CH:17]=[CH:16][CH:15]=[C:14]([N:18]3[CH2:22][CH2:21][CH2:20][CH:19]3[CH2:23][O:24][CH3:25])[CH:13]=2)[C:5]2[N:10]=[CH:9][S:8][C:6]=2[N:7]=1.CC1(C)C(C)(C)OB([C:34]2[CH:35]=[C:36]([CH:41]=[CH:42][CH:43]=2)[C:37]([O:39][CH3:40])=[O:38])O1.C([O-])([O-])=O.[Na+].[Na+], predict the reaction product. The product is: [CH3:25][O:24][CH2:23][CH:19]1[CH2:20][CH2:21][CH2:22][N:18]1[C:14]1[CH:13]=[C:12]([NH:11][C:4]2[C:5]3[N:10]=[CH:9][S:8][C:6]=3[N:7]=[C:2]([C:34]3[CH:35]=[C:36]([CH:41]=[CH:42][CH:43]=3)[C:37]([O:39][CH3:40])=[O:38])[N:3]=2)[CH:17]=[CH:16][CH:15]=1.